This data is from Forward reaction prediction with 1.9M reactions from USPTO patents (1976-2016). The task is: Predict the product of the given reaction. Given the reactants [F:1][CH:2]([F:24])[O:3][C:4]1[CH:5]=[C:6]([N:10]2[CH:15]=[CH:14][C:13](=[O:16])[C:12]([C:17](=O)[CH:18]=[CH:19][N:20](C)C)=[N:11]2)[CH:7]=[CH:8][CH:9]=1.[C:25]1([NH:31]N)[CH:30]=[CH:29][CH:28]=[CH:27][CH:26]=1, predict the reaction product. The product is: [F:1][CH:2]([F:24])[O:3][C:4]1[CH:5]=[C:6]([N:10]2[CH:15]=[CH:14][C:13](=[O:16])[C:12]([C:17]3[N:31]([C:25]4[CH:30]=[CH:29][CH:28]=[CH:27][CH:26]=4)[N:20]=[CH:19][CH:18]=3)=[N:11]2)[CH:7]=[CH:8][CH:9]=1.